From a dataset of Forward reaction prediction with 1.9M reactions from USPTO patents (1976-2016). Predict the product of the given reaction. (1) The product is: [OH:2][CH2:3][C:5]1[N:6]=[C:7]([C:22]([N:24]2[CH2:29][CH2:28][CH:27]([N:30]3[CH2:34][CH2:33][CH2:32][CH2:31]3)[CH2:26][CH2:25]2)=[O:23])[C:8]([CH3:21])=[CH:9][C:10]=1[C:11]1[CH:16]=[CH:15][CH:14]=[C:13]([C:17]([F:20])([F:19])[F:18])[CH:12]=1. Given the reactants C[O:2][C:3]([C:5]1[C:10]([C:11]2[CH:16]=[CH:15][CH:14]=[C:13]([C:17]([F:20])([F:19])[F:18])[CH:12]=2)=[CH:9][C:8]([CH3:21])=[C:7]([C:22]([N:24]2[CH2:29][CH2:28][CH:27]([N:30]3[CH2:34][CH2:33][CH2:32][CH2:31]3)[CH2:26][CH2:25]2)=[O:23])[N:6]=1)=O.[BH4-].[Li+].Cl.C([O-])(O)=O.[Na+], predict the reaction product. (2) Given the reactants Cl[C:2]1[C:7]([CH:8]([C:16]2[CH:21]=[CH:20][CH:19]=[CH:18][CH:17]=2)[C:9]([CH3:15])([CH3:14])[C:10]([O:12]C)=[O:11])=[CH:6][N:5]=[C:4]2[N:22]([C:25]3[CH:30]=[CH:29][CH:28]=[CH:27][CH:26]=3)[N:23]=[CH:24][C:3]=12.C(N(C(C)C)CC)(C)C.C(O)C.O.[OH-].[Li+], predict the reaction product. The product is: [CH3:14][C:9]([CH3:15])([CH:8]([C:16]1[CH:21]=[CH:20][CH:19]=[CH:18][CH:17]=1)[C:7]1[CH:2]=[C:3]2[CH:24]=[N:23][N:22]([C:25]3[CH:26]=[CH:27][CH:28]=[CH:29][CH:30]=3)[C:4]2=[N:5][CH:6]=1)[C:10]([OH:12])=[O:11]. (3) Given the reactants [CH2:1]([C@H:3]([NH:10][C:11]([C:13]1[C:22]2[C:17](=[CH:18][CH:19]=[CH:20][CH:21]=2)[N:16]=[C:15]([C:23]2[CH:28]=[CH:27][CH:26]=[CH:25][CH:24]=2)[C:14]=1[N:29]1[CH2:33][CH2:32][CH2:31][C@H:30]1[C:34](OC)=[O:35])=[O:12])[C:4]1[CH:9]=[CH:8][CH:7]=[CH:6][CH:5]=1)[CH3:2].[BH4-].[Na+].CO, predict the reaction product. The product is: [CH2:1]([C@H:3]([NH:10][C:11]([C:13]1[C:22]2[C:17](=[CH:18][CH:19]=[CH:20][CH:21]=2)[N:16]=[C:15]([C:23]2[CH:24]=[CH:25][CH:26]=[CH:27][CH:28]=2)[C:14]=1[N:29]1[CH2:33][CH2:32][CH2:31][C@H:30]1[CH2:34][OH:35])=[O:12])[C:4]1[CH:9]=[CH:8][CH:7]=[CH:6][CH:5]=1)[CH3:2]. (4) Given the reactants [F:1][C:2]1[CH:3]=[C:4]([C:12]2[N:13]=[C:14]([NH:17]C(=O)C)[NH:15][CH:16]=2)[CH:5]=[CH:6][C:7]=1[C:8]([F:11])([F:10])[F:9].OS(O)(=O)=O.[K], predict the reaction product. The product is: [F:1][C:2]1[CH:3]=[C:4]([C:12]2[N:13]=[C:14]([NH2:17])[NH:15][CH:16]=2)[CH:5]=[CH:6][C:7]=1[C:8]([F:11])([F:9])[F:10]. (5) The product is: [OH:1][C@@:2]([C:29]1[O:30][C:31]([CH3:34])=[CH:32][N:33]=1)([CH3:28])[C:3]#[C:4][C:5]1[CH:6]=[C:7]([C:11]2[N:12]=[C:13]([C:14]([NH2:35])=[O:26])[C:18]3[C:19](=[C:21]([O:23][CH3:24])[CH:15]=[CH:16][CH:17]=3)[N:20]=2)[CH:8]=[CH:9][CH:10]=1. Given the reactants [OH:1][C@@:2]([C:29]1[O:30][C:31]([CH3:34])=[CH:32][N:33]=1)([CH3:28])[C:3]#[C:4][C:5]1[CH:6]=[C:7]([C:11]2[N:20]=[C:19]([C:21]([O:23][CH2:24]C)=O)[C:18]3[C:13](=[C:14]([O:26]C)[CH:15]=[CH:16][CH:17]=3)[N:12]=2)[CH:8]=[CH:9][CH:10]=1.[NH3:35], predict the reaction product. (6) Given the reactants [Cl:1][C:2]1[CH:10]=[C:9]2[C:5]([CH2:6][C:7](=[O:11])[NH:8]2)=[CH:4][CH:3]=1.C(=O)([O-])[O-].[Na+].[Na+].[C:18](OC([O-])=O)([O:20][C:21]([CH3:24])([CH3:23])[CH3:22])=[O:19], predict the reaction product. The product is: [C:21]([O:20][C:18]([N:8]1[C:9]2[C:5](=[CH:4][CH:3]=[C:2]([Cl:1])[CH:10]=2)[CH2:6][C:7]1=[O:11])=[O:19])([CH3:24])([CH3:23])[CH3:22].